From a dataset of Forward reaction prediction with 1.9M reactions from USPTO patents (1976-2016). Predict the product of the given reaction. (1) Given the reactants [Cl:1][C:2]1[CH:3]=[C:4]([C@@H:12]([CH2:16][CH:17]2[CH2:22][CH2:21][C:20](=[O:23])[CH2:19][CH2:18]2)[C:13](O)=[O:14])[CH:5]=[CH:6][C:7]=1[S:8]([CH3:11])(=[O:10])=[O:9].C1(P(C2C=CC=CC=2)C2C=CC=CC=2)C=CC=CC=1.BrN1C(=O)CCC1=O.[NH2:51][C:52]1[CH:57]=[N:56][C:55]([CH3:58])=[CH:54][N:53]=1.N1C(C)=CC=CC=1C, predict the reaction product. The product is: [Cl:1][C:2]1[CH:3]=[C:4]([C@@H:12]([CH2:16][CH:17]2[CH2:18][CH2:19][C:20](=[O:23])[CH2:21][CH2:22]2)[C:13]([NH:51][C:52]2[CH:57]=[N:56][C:55]([CH3:58])=[CH:54][N:53]=2)=[O:14])[CH:5]=[CH:6][C:7]=1[S:8]([CH3:11])(=[O:10])=[O:9]. (2) Given the reactants [NH2:1][C:2]1[CH:3]=[C:4]([CH:22]=[C:23]([CH3:25])[N:24]=1)[C:5]([NH:7][CH:8]([C:10]1[CH:11]=[N:12][C:13]([O:16][CH2:17][C:18]([F:21])([F:20])[F:19])=[CH:14][CH:15]=1)[CH3:9])=[O:6].[CH:26]1([C:30](Cl)=[O:31])[CH2:29][CH2:28][CH2:27]1, predict the reaction product. The product is: [CH:26]1([C:30]([NH:1][C:2]2[CH:3]=[C:4]([CH:22]=[C:23]([CH3:25])[N:24]=2)[C:5]([NH:7][CH:8]([C:10]2[CH:11]=[N:12][C:13]([O:16][CH2:17][C:18]([F:21])([F:19])[F:20])=[CH:14][CH:15]=2)[CH3:9])=[O:6])=[O:31])[CH2:29][CH2:28][CH2:27]1.